From a dataset of Forward reaction prediction with 1.9M reactions from USPTO patents (1976-2016). Predict the product of the given reaction. (1) Given the reactants [C:1]([O:5][C:6]([N:8]1[CH2:14][C@@H:13]([CH2:15][O:16][C:17]2[CH:25]=[CH:24][CH:23]=[CH:22][C:18]=2[C:19](O)=[O:20])[C@H:12]([C:26]2[CH:31]=[CH:30][C:29]([Cl:32])=[C:28]([Cl:33])[CH:27]=2)[O:11][CH2:10][CH2:9]1)=[O:7])([CH3:4])([CH3:3])[CH3:2].[CH3:34][S:35]([NH2:38])(=[O:37])=[O:36].Cl.CN(C)CCCN=C=NCC, predict the reaction product. The product is: [Cl:33][C:28]1[CH:27]=[C:26]([C@@H:12]2[O:11][CH2:10][CH2:9][N:8]([C:6]([O:5][C:1]([CH3:4])([CH3:3])[CH3:2])=[O:7])[CH2:14][C@H:13]2[CH2:15][O:16][C:17]2[CH:25]=[CH:24][CH:23]=[CH:22][C:18]=2[C:19](=[O:20])[NH:38][S:35]([CH3:34])(=[O:37])=[O:36])[CH:31]=[CH:30][C:29]=1[Cl:32]. (2) Given the reactants [Br:1][C:2]1[C:11]([F:12])=[C:10]2[C:5]([C:6](=O)[NH:7][CH:8]=[N:9]2)=[CH:4][C:3]=1[Cl:14].O=S(Cl)[Cl:17], predict the reaction product. The product is: [Br:1][C:2]1[C:11]([F:12])=[C:10]2[C:5]([C:6]([Cl:17])=[N:7][CH:8]=[N:9]2)=[CH:4][C:3]=1[Cl:14].